From a dataset of Reaction yield outcomes from USPTO patents with 853,638 reactions. Predict the reaction yield, written as a fraction of the theoretical maximum amount of product (1.0 means a 100% yield; for example, 0.34 means a 34% yield). (1) The reactants are [CH3:1][C:2]1[CH:3]=[C:4]([C:11]2[CH:16]=[CH:15][C:14]([N+:17]([O-:19])=[O:18])=[CH:13][CH:12]=2)[CH:5]=[CH:6][C:7]=1[C:8](=[O:10])[CH3:9].[Br-:20].[Br-].[Br-].[NH+]1C=CC=CC=1.[NH+]1C=CC=CC=1.[NH+]1C=CC=CC=1. The catalyst is C(O)(=O)C. The product is [Br:20][CH2:9][C:8]([C:7]1[CH:6]=[CH:5][C:4]([C:11]2[CH:16]=[CH:15][C:14]([N+:17]([O-:19])=[O:18])=[CH:13][CH:12]=2)=[CH:3][C:2]=1[CH3:1])=[O:10]. The yield is 0.590. (2) The reactants are [Br:1][C:2]1[CH:8]=[CH:7][C:6]([CH3:9])=[CH:5][C:3]=1[NH2:4].C(O[CH:13]=[C:14]([C:20]([O:22][CH2:23][CH3:24])=[O:21])[C:15]([O:17][CH2:18][CH3:19])=[O:16])C. No catalyst specified. The product is [Br:1][C:2]1[CH:8]=[CH:7][C:6]([CH3:9])=[CH:5][C:3]=1[NH:4][CH:13]=[C:14]([C:15]([O:17][CH2:18][CH3:19])=[O:16])[C:20]([O:22][CH2:23][CH3:24])=[O:21]. The yield is 0.840. (3) The reactants are [C:1]([CH2:3][C:4]([O:6][CH2:7][CH3:8])=[O:5])#[N:2].[H-].[Na+].Cl[C:12]1[CH:17]=[CH:16][C:15]([O:18][CH3:19])=[CH:14][C:13]=1[N+:20]([O-:22])=[O:21]. The catalyst is CN(C=O)C.[F-].[Cs+]. The product is [CH2:7]([O:6][C:4](=[O:5])[CH:3]([C:1]#[N:2])[C:12]1[CH:17]=[CH:16][C:15]([O:18][CH3:19])=[CH:14][C:13]=1[N+:20]([O-:22])=[O:21])[CH3:8]. The yield is 0.870. (4) The reactants are [CH:1]1[C:11]2[CH:10]=[CH:9][C:8]3[CH:12]=[CH:13][CH:14]=[CH:15][C:7]=3[NH:6][C:5]=2[CH:4]=[CH:3][CH:2]=1.[OH2:16]. The catalyst is CC(C)=O. The product is [CH:1]1[C:2](=[O:16])[CH:3]=[CH:4][C:5]2=[N:6][C:7]3[CH:15]=[CH:14][CH:13]=[CH:12][C:8]=3[CH:9]=[CH:10][C:11]=12. The yield is 0.340. (5) The product is [N:8]([CH2:9][CH:10]1[CH2:14][N:13]([C@@H:15]([CH2:19][CH3:20])[C:16]([NH2:18])=[O:17])[C:12](=[O:21])[CH2:11]1)=[C:1]=[S:2]. The catalyst is CN(C=O)C. The yield is 0.220. The reactants are [C:1](=C1N=CC=N1)=[S:2].[NH2:8][CH2:9][CH:10]1[CH2:14][N:13]([C@@H:15]([CH2:19][CH3:20])[C:16]([NH2:18])=[O:17])[C:12](=[O:21])[CH2:11]1. (6) The reactants are O[CH2:2][C:3]1([CH2:12][OH:13])[CH2:7][C:6]2([O:11][CH2:10][CH2:9][O:8]2)[CH2:5][CH2:4]1.C([Li])CCC.C1(C)C=CC(S(Cl)(=O)=O)=CC=1.C[O-].[Na+].CO.[NH4+].[Cl-]. The catalyst is O1CCCC1. The product is [CH2:9]1[O:8][C:6]2([CH2:5][CH2:4][C:3]3([CH2:2][O:13][CH2:12]3)[CH2:7]2)[O:11][CH2:10]1. The yield is 0.660.